Dataset: Forward reaction prediction with 1.9M reactions from USPTO patents (1976-2016). Task: Predict the product of the given reaction. (1) Given the reactants [NH:1]1[CH2:5][CH2:4][CH2:3][CH2:2]1.P([O-])([O-])([O-])=O.[K+].[K+].[K+].FC(F)(F)S(O[C:20]1[CH:21]=[C:22]([CH:27]=[C:28]([C:30]2[N:34]([CH2:35][O:36][CH2:37][CH2:38][Si](C)(C)C)[N:33]=[N:32][N:31]=2)[CH:29]=1)[C:23]([O:25][CH3:26])=[O:24])(=O)=O, predict the reaction product. The product is: [CH2:37]([O:36][CH2:35][N:34]1[C:30]([C:28]2[CH:27]=[C:22]([CH:21]=[C:20]([N:1]3[CH2:5][CH2:4][CH2:3][CH2:2]3)[CH:29]=2)[C:23]([O:25][CH3:26])=[O:24])=[N:31][N:32]=[N:33]1)[CH3:38]. (2) Given the reactants Cl[C:2]([O:4][C:5]1[CH:10]=[CH:9][CH:8]=[CH:7][CH:6]=1)=[O:3].[NH2:11][C:12]1[C:13]([O:24][CH3:25])=[C:14]([CH2:22][OH:23])[CH:15]=[C:16]([C:18]([CH3:21])([CH3:20])[CH3:19])[CH:17]=1.C([O-])(O)=O.[Na+], predict the reaction product. The product is: [C:18]([C:16]1[CH:15]=[C:14]([CH2:22][OH:23])[C:13]([O:24][CH3:25])=[C:12]([NH:11][C:2](=[O:3])[O:4][C:5]2[CH:10]=[CH:9][CH:8]=[CH:7][CH:6]=2)[CH:17]=1)([CH3:21])([CH3:19])[CH3:20]. (3) The product is: [CH3:14][O:13][C:11](=[O:12])[C:10]1[CH:15]=[CH:16][C:17]([C:19]([O:21][C:23]([CH3:25])([CH3:24])[CH3:22])=[O:20])=[CH:18][C:9]=1[N+:6]([O-:8])=[O:7]. Given the reactants S(=O)(=O)(O)O.[N+:6]([C:9]1[CH:18]=[C:17]([C:19]([O-:21])=[O:20])[CH:16]=[CH:15][C:10]=1[C:11]([O:13][CH3:14])=[O:12])([O-:8])=[O:7].[CH2:22]=[C:23]([CH3:25])[CH3:24], predict the reaction product. (4) Given the reactants [CH:1]([C:4]1[C:9](=[O:10])[NH:8][C:7](=[O:11])[NH:6][C:5]=1[C:12]([C:14]1[CH:15]=[C:16]([CH:19]=[C:20]([CH3:22])[CH:21]=1)[C:17]#[N:18])=[O:13])([CH3:3])[CH3:2].C(=O)([O-])[O-].[K+].[K+].I[CH2:30][CH2:31][CH2:32][CH3:33], predict the reaction product. The product is: [CH2:30]([N:6]1[C:5]([C:12]([C:14]2[CH:15]=[C:16]([CH:19]=[C:20]([CH3:22])[CH:21]=2)[C:17]#[N:18])=[O:13])=[C:4]([CH:1]([CH3:3])[CH3:2])[C:9](=[O:10])[NH:8][C:7]1=[O:11])[CH2:31][CH2:32][CH3:33].